This data is from Reaction yield outcomes from USPTO patents with 853,638 reactions. The task is: Predict the reaction yield, written as a fraction of the theoretical maximum amount of product (1.0 means a 100% yield; for example, 0.34 means a 34% yield). (1) The reactants are C1(C)C=CC=CC=1.C([N:10](CC)CC)C.[F:15][CH:16]1[CH2:23][C@@:22]2(C(O)=O)[C@H:18]([C:19](=[O:35])[N:20]([C@@H:27]([C:29]3[CH:34]=[CH:33][CH:32]=[CH:31][CH:30]=3)[CH3:28])[CH2:21]2)[CH2:17]1.C1(P(N=[N+]=[N-])(C2C=CC=CC=2)=O)C=CC=CC=1. The catalyst is C(OCC)(=O)C. The product is [NH2:10][C@:22]12[CH2:23][CH:16]([F:15])[CH2:17][C@@H:18]1[C:19](=[O:35])[N:20]([C@@H:27]([C:29]1[CH:34]=[CH:33][CH:32]=[CH:31][CH:30]=1)[CH3:28])[CH2:21]2. The yield is 0.900. (2) The reactants are [Cl:1][C:2]1[CH:7]=[C:6]([Cl:8])[C:5]([O:9][CH3:10])=[CH:4][C:3]=1[NH:11][C:12]1[C:21]2[C:16](=[CH:17][C:18]([C:24]#[C:25][CH2:26][CH2:27]O)=[C:19]([O:22][CH3:23])[CH:20]=2)[N:15]=[CH:14][C:13]=1[C:29]#[N:30].[CH2:31]([N:33](CC)[CH2:34]C)C.CS(Cl)(=O)=O.CNC. The catalyst is CN(C)C=O.O1CCCC1. The product is [Cl:1][C:2]1[CH:7]=[C:6]([Cl:8])[C:5]([O:9][CH3:10])=[CH:4][C:3]=1[NH:11][C:12]1[C:21]2[C:16](=[CH:17][C:18]([C:24]#[C:25][CH2:26][CH2:27][N:33]([CH3:34])[CH3:31])=[C:19]([O:22][CH3:23])[CH:20]=2)[N:15]=[CH:14][C:13]=1[C:29]#[N:30]. The yield is 0.200.